Dataset: Forward reaction prediction with 1.9M reactions from USPTO patents (1976-2016). Task: Predict the product of the given reaction. (1) Given the reactants [F:1][C:2]([F:7])([F:6])[C:3](=[S:5])[NH2:4].Br[CH2:9][C:10]([C:12]1[CH:17]=[CH:16][C:15]([O:18][CH3:19])=[CH:14][CH:13]=1)=O, predict the reaction product. The product is: [CH3:19][O:18][C:15]1[CH:16]=[CH:17][C:12]([C:10]2[N:4]=[C:3]([C:2]([F:7])([F:6])[F:1])[S:5][CH:9]=2)=[CH:13][CH:14]=1. (2) The product is: [CH2:28]([O:27][C:10]1[CH:11]=[C:12]2[C:25]3[C:24](=[CH:23][CH:22]=[CH:21][CH:20]=3)[C:39](=[O:40])[C:18]3[CH:17]=[CH:16][C:15]4[C:4]5[C:3]([S:8][C:9]=1[C:14]=4[C:13]2=3)=[CH:2][CH:7]=[CH:6][CH:5]=5)[CH2:29][CH2:30][CH2:31][CH2:32][CH2:33][CH2:34][CH3:35]. Given the reactants N[C:2]1[CH:7]=[CH:6][CH:5]=[CH:4][C:3]=1[S:8][C:9]1[C:10]([O:27][CH2:28][CH2:29][CH2:30][CH2:31][CH2:32][CH2:33][CH2:34][CH3:35])=[CH:11][C:12]2[C:25]3[CH:24]=[CH:23][CH:22]=[CH:21][C:20]=3C(=O)[C:18]3[C:13]=2[C:14]=1[CH:15]=[CH:16][CH:17]=3.CN([CH:39]=[O:40])C.Cl.N([O-])=O.[Na+], predict the reaction product. (3) Given the reactants [O:1]([C:8]1[CH:15]=[CH:14][CH:13]=[CH:12][C:9]=1[CH:10]=[O:11])[C:2]1[CH:7]=[CH:6][CH:5]=[CH:4][CH:3]=1.[CH:16]1([CH2:22][NH:23][CH:24]2[CH2:29][CH2:28][N:27](C(OC(C)(C)C)=[O:31])[CH2:26][CH2:25]2)[CH2:21][CH2:20][CH2:19][CH2:18][CH2:17]1.CO.[C:39]([O:42]CC)(=[O:41])[CH3:40], predict the reaction product. The product is: [C:10]([OH:11])(=[O:31])/[CH:9]=[CH:40]/[C:39]([OH:42])=[O:41].[CH:16]1([CH2:22][N:23]([CH2:10][C:9]2[CH:12]=[CH:13][CH:14]=[CH:15][C:8]=2[O:1][C:2]2[CH:7]=[CH:6][CH:5]=[CH:4][CH:3]=2)[CH:24]2[CH2:29][CH2:28][NH:27][CH2:26][CH2:25]2)[CH2:17][CH2:18][CH2:19][CH2:20][CH2:21]1. (4) Given the reactants [H-].[Na+].[OH:3][C@H:4]1[C@H:9]([C:10]2[CH:15]=[CH:14][C:13]([O:16][CH2:17][CH2:18][CH2:19][O:20][CH3:21])=[CH:12][CH:11]=2)[C@@H:8]([O:22][CH2:23][C:24]2[CH:25]=[CH:26][C:27]3[O:32][CH2:31][CH2:30][N:29]([CH2:33][CH2:34][CH2:35][O:36][CH3:37])[C:28]=3[CH:38]=2)[CH2:7][N:6]([C:39]([O:41][CH2:42][C:43]2[CH:48]=[CH:47][CH:46]=[CH:45][CH:44]=2)=[O:40])[CH2:5]1.Br[CH2:50][CH2:51][CH2:52][O:53][CH3:54].[I-].[Na+], predict the reaction product. The product is: [CH3:54][O:53][CH2:52][CH2:51][CH2:50][O:3][C@H:4]1[C@H:9]([C:10]2[CH:15]=[CH:14][C:13]([O:16][CH2:17][CH2:18][CH2:19][O:20][CH3:21])=[CH:12][CH:11]=2)[C@@H:8]([O:22][CH2:23][C:24]2[CH:25]=[CH:26][C:27]3[O:32][CH2:31][CH2:30][N:29]([CH2:33][CH2:34][CH2:35][O:36][CH3:37])[C:28]=3[CH:38]=2)[CH2:7][N:6]([C:39]([O:41][CH2:42][C:43]2[CH:44]=[CH:45][CH:46]=[CH:47][CH:48]=2)=[O:40])[CH2:5]1. (5) Given the reactants [F:1][C:2]1[CH:3]=[CH:4][C:5]([NH:18][C:19](=[O:31])[C:20]2[CH:25]=[CH:24][C:23](F)=[CH:22][C:21]=2[O:27][CH:28]([CH3:30])[CH3:29])=[C:6]([CH:17]=1)[C:7]([NH:9][C:10]1[CH:15]=[CH:14][C:13]([Cl:16])=[CH:12][N:11]=1)=[O:8].[CH3:32][N:33]1[CH2:39][CH2:38][CH2:37][NH:36][CH2:35][CH2:34]1, predict the reaction product. The product is: [F:1][C:2]1[CH:3]=[CH:4][C:5]([NH:18][C:19](=[O:31])[C:20]2[CH:25]=[CH:24][C:23]([N:36]3[CH2:37][CH2:38][CH2:39][N:33]([CH3:32])[CH2:34][CH2:35]3)=[CH:22][C:21]=2[O:27][CH:28]([CH3:30])[CH3:29])=[C:6]([CH:17]=1)[C:7]([NH:9][C:10]1[CH:15]=[CH:14][C:13]([Cl:16])=[CH:12][N:11]=1)=[O:8]. (6) Given the reactants [CH3:1][O:2][C:3]1[CH:4]=[CH:5][C:6]2[NH:12][C:11](=[O:13])[N:10]([CH:14]3[CH2:19][CH2:18][NH:17][CH2:16][CH2:15]3)[CH2:9][CH2:8][C:7]=2[CH:20]=1.[CH3:21][N:22]1[C:26]2[C:27]([CH3:42])=[CH:28][C:29]([C:31]([C:33]3[CH:40]=[CH:39][C:36]([C:37]#[N:38])=[C:35](F)[CH:34]=3)=[O:32])=[CH:30][C:25]=2[O:24][C:23]1=[O:43], predict the reaction product. The product is: [CH3:21][N:22]1[C:26]2[C:27]([CH3:42])=[CH:28][C:29]([C:31]([C:33]3[CH:40]=[CH:39][C:36]([C:37]#[N:38])=[C:35]([N:17]4[CH2:18][CH2:19][CH:14]([N:10]5[CH2:9][CH2:8][C:7]6[CH:20]=[C:3]([O:2][CH3:1])[CH:4]=[CH:5][C:6]=6[NH:12][C:11]5=[O:13])[CH2:15][CH2:16]4)[CH:34]=3)=[O:32])=[CH:30][C:25]=2[O:24][C:23]1=[O:43]. (7) Given the reactants [H-].[Na+].[CH3:3][N:4]1[C:12]2[C:7](=[CH:8][CH:9]=[CH:10][CH:11]=2)[CH2:6][C:5]1=[O:13].Br[CH:15](Br)[CH3:16].O, predict the reaction product. The product is: [CH3:3][N:4]1[C:12]2[C:7](=[CH:8][CH:9]=[CH:10][CH:11]=2)[C:6]2([CH2:16][CH2:15]2)[C:5]1=[O:13]. (8) The product is: [CH3:35][C:36]1[C:40]([C:41]([NH:1][C:2]2[CH:3]=[CH:4][C:5]([CH2:8][C:9]([O:11][CH2:12][CH3:13])=[O:10])=[CH:6][CH:7]=2)=[O:42])=[C:39]([CH3:44])[O:38][N:37]=1. Given the reactants [NH2:1][C:2]1[CH:7]=[CH:6][C:5]([CH2:8][C:9]([O:11][CH2:12][CH3:13])=[O:10])=[CH:4][CH:3]=1.CCN=C=NCCCN(C)C.C1C=CC2N(O)N=NC=2C=1.[CH3:35][C:36]1[C:40]([C:41](O)=[O:42])=[C:39]([CH3:44])[O:38][N:37]=1, predict the reaction product. (9) Given the reactants [Cl:1][C:2]1[C:7]2[O:8][CH2:9][CH2:10][CH2:11][O:12][C:6]=2[CH:5]=[C:4]([CH2:13][NH:14][CH2:15][CH:16]([CH3:18])[CH3:17])[CH:3]=1.[C:19]([O:23][C:24]([N:26]1[CH2:31][CH2:30][S:29][CH:28]([C:32](O)=[O:33])[CH2:27]1)=[O:25])([CH3:22])([CH3:21])[CH3:20].Cl.C(N=C=NCCCN(C)C)C.CC1C=CN=C(N)C=1C, predict the reaction product. The product is: [C:19]([O:23][C:24]([N:26]1[CH2:31][CH2:30][S:29][CH:28]([C:32]([N:14]([CH2:13][C:4]2[CH:3]=[C:2]([Cl:1])[C:7]3[O:8][CH2:9][CH2:10][CH2:11][O:12][C:6]=3[CH:5]=2)[CH2:15][CH:16]([CH3:18])[CH3:17])=[O:33])[CH2:27]1)=[O:25])([CH3:22])([CH3:21])[CH3:20].